This data is from Catalyst prediction with 721,799 reactions and 888 catalyst types from USPTO. The task is: Predict which catalyst facilitates the given reaction. (1) Reactant: [CH2:1]([N:4]([CH2:19][C:20](OCC)=[O:21])[S:5]([N:8]([CH2:16][CH:17]=[CH2:18])[C:9]([O:11][C:12]([CH3:15])([CH3:14])[CH3:13])=[O:10])(=[O:7])=[O:6])[CH:2]=[CH2:3].[H-]. Product: [CH2:16]([N:8]([S:5]([N:4]([CH2:1][CH:2]=[CH2:3])[CH2:19][CH:20]=[O:21])(=[O:6])=[O:7])[C:9](=[O:10])[O:11][C:12]([CH3:15])([CH3:14])[CH3:13])[CH:17]=[CH2:18]. The catalyst class is: 4. (2) Reactant: C([O:4][C@H:5]1[C@@H:9]([CH2:10][O:11][Si](C(C)(C)C)(C)C)[O:8][C@@H:7]([N:19]2[CH:26]=[CH:25][C:23]([NH2:24])=[N:22][C:20]2=[O:21])[C@@H:6]1[O:27][Si](C(C)(C)C)(C)C)(=O)C.[F-].[NH4+]. Product: [C@@H:7]1([N:19]2[CH:26]=[CH:25][C:23]([NH2:24])=[N:22][C:20]2=[O:21])[O:8][C@H:9]([CH2:10][OH:11])[C@H:5]([OH:4])[C@H:6]1[OH:27]. The catalyst class is: 5. (3) Reactant: [C:1]1([NH:7]N)[CH:6]=[CH:5][CH:4]=[CH:3][CH:2]=1.C[CH:10]([CH3:19])[CH2:11][C:12](=O)[C:13]([O:15][CH2:16][CH3:17])=[O:14].O.[CH3:21]COC(C)=O. Product: [CH2:10]([C:11]1[C:6]2[C:1](=[CH:2][CH:3]=[CH:4][CH:5]=2)[NH:7][C:12]=1[C:13]([O:15][CH2:16][CH3:17])=[O:14])[CH2:19][CH3:21]. The catalyst class is: 8.